This data is from Full USPTO retrosynthesis dataset with 1.9M reactions from patents (1976-2016). The task is: Predict the reactants needed to synthesize the given product. (1) Given the product [OH:13][C:14]([CH3:49])([CH3:50])[CH2:15][O:16][C@@H:17]1[CH2:18][C@H:19]([N:21]2[C:26](=[O:27])[C:25]([CH2:28][C:29]3[CH:34]=[CH:33][C:32]([C:35]4[CH:40]=[CH:39][CH:38]=[CH:37][C:36]=4[C:41]4[NH:3][C:4](=[O:7])[O:5][N:42]=4)=[CH:31][CH:30]=3)=[C:24]([CH2:43][CH2:44][CH3:45])[N:23]3[N:46]=[CH:47][N:48]=[C:22]23)[CH2:20]1, predict the reactants needed to synthesize it. The reactants are: [Cl-].O[NH3+:3].[C:4](=[O:7])([O-])[OH:5].[Na+].CS(C)=O.[OH:13][C:14]([CH3:50])([CH3:49])[CH2:15][O:16][C@@H:17]1[CH2:20][C@H:19]([N:21]2[C:26](=[O:27])[C:25]([CH2:28][C:29]3[CH:34]=[CH:33][C:32]([C:35]4[C:36]([C:41]#[N:42])=[CH:37][CH:38]=[CH:39][CH:40]=4)=[CH:31][CH:30]=3)=[C:24]([CH2:43][CH2:44][CH3:45])[N:23]3[N:46]=[CH:47][N:48]=[C:22]23)[CH2:18]1. (2) Given the product [ClH:30].[CH2:1]([N:3]([CH2:14][CH2:15][NH:16][C:17]([C:19]1[CH:28]=[CH:27][C:26]2[C:21](=[CH:22][CH:23]=[C:24]([I:29])[CH:25]=2)[CH:20]=1)=[O:18])[CH2:4][CH2:5][O:6][C:7]1[C:8]([F:13])=[N:9][CH:10]=[CH:11][CH:12]=1)[CH3:2], predict the reactants needed to synthesize it. The reactants are: [CH2:1]([N:3]([CH2:14][CH2:15][NH:16][C:17]([C:19]1[CH:28]=[CH:27][C:26]2[C:21](=[CH:22][CH:23]=[C:24]([I:29])[CH:25]=2)[CH:20]=1)=[O:18])[CH2:4][CH2:5][O:6][C:7]1[C:8]([F:13])=[N:9][CH:10]=[CH:11][CH:12]=1)[CH3:2].[ClH:30].Cl.C(N(CCNC(C1C=NC2C(=CC=C(I)C=2)N=1)=O)CCOC1C(F)=NC=CC=1)C. (3) Given the product [NH:1]1[C:5]2[CH:6]=[CH:7][CH:8]=[CH:9][C:4]=2[N:3]=[C:2]1[CH:10]([NH:20][C:31]([NH:30][C@@H:28]([C:24]1[CH:25]=[CH:26][CH:27]=[C:22]([Cl:21])[CH:23]=1)[CH3:29])=[O:32])[CH2:11][C:12]1[CH:17]=[CH:16][C:15]([O:18][CH3:19])=[CH:14][CH:13]=1, predict the reactants needed to synthesize it. The reactants are: [NH:1]1[C:5]2[CH:6]=[CH:7][CH:8]=[CH:9][C:4]=2[N:3]=[C:2]1[CH:10]([NH2:20])[CH2:11][C:12]1[CH:17]=[CH:16][C:15]([O:18][CH3:19])=[CH:14][CH:13]=1.[Cl:21][C:22]1[CH:23]=[C:24]([C@H:28]([NH2:30])[CH3:29])[CH:25]=[CH:26][CH:27]=1.[C:31](O)(C(F)(F)F)=[O:32]. (4) The reactants are: N1C=CC=CC=1.C([O:10][C:11](=[O:13])[CH3:12])(=O)C.[CH2:14]([NH:21][C:22]([N:24]1[CH2:29][CH2:28][CH:27]([CH2:30][CH2:31][CH2:32][C:33](=[O:36])[NH:34]O)[CH2:26][CH2:25]1)=[O:23])[C:15]1[CH:20]=[CH:19][CH:18]=[CH:17][CH:16]=1. Given the product [CH2:14]([NH:21][C:22]([N:24]1[CH2:25][CH2:26][CH:27]([CH2:30][CH2:31][CH2:32][C:33](=[O:36])[NH:34][O:10][C:11](=[O:13])[CH3:12])[CH2:28][CH2:29]1)=[O:23])[C:15]1[CH:20]=[CH:19][CH:18]=[CH:17][CH:16]=1, predict the reactants needed to synthesize it. (5) Given the product [F:27][C@H:10]1[C@@H:11]([C:14]2[NH:15][CH:16]=[C:17]([C:19]3[CH:24]=[CH:23][C:22]([F:25])=[C:21]([CH3:26])[CH:20]=3)[N:18]=2)[CH2:12][CH2:13][NH:8][CH2:9]1.[C:30]([OH:32])([C:29]([F:34])([F:33])[F:28])=[O:31], predict the reactants needed to synthesize it. The reactants are: C(OC([N:8]1[CH2:13][CH2:12][C@H:11]([C:14]2[NH:15][CH:16]=[C:17]([C:19]3[CH:24]=[CH:23][C:22]([F:25])=[C:21]([CH3:26])[CH:20]=3)[N:18]=2)[C@H:10]([F:27])[CH2:9]1)=O)(C)(C)C.[F:28][C:29]([F:34])([F:33])[C:30]([OH:32])=[O:31].